From a dataset of Full USPTO retrosynthesis dataset with 1.9M reactions from patents (1976-2016). Predict the reactants needed to synthesize the given product. (1) Given the product [C:1]1([CH:7]([C:13]2[CH:14]=[C:15]([CH3:19])[CH:16]=[CH:17][CH:18]=2)[CH:8]2[CH2:12][CH2:11][N:10]([CH2:30][C:29]([O:28][CH3:27])=[O:32])[CH2:9]2)[CH:2]=[CH:3][CH:4]=[CH:5][CH:6]=1, predict the reactants needed to synthesize it. The reactants are: [C:1]1([CH:7]([C:13]2[CH:14]=[C:15]([CH3:19])[CH:16]=[CH:17][CH:18]=2)[CH:8]2[CH2:12][CH2:11][NH:10][CH2:9]2)[CH:6]=[CH:5][CH:4]=[CH:3][CH:2]=1.C(N(CC)CC)C.[CH3:27][O:28][C:29](=[O:32])[CH2:30]Br. (2) The reactants are: C12(COC3C(C4CC4)=CC(C(O)=O)=CN=3)CC3CC(CC(C3)C1)C2.[CH:25]1([C:28]2[C:29]([O:38][CH2:39][C:40]34[CH2:50][C:44]5([F:51])[CH2:45][C:46]([F:49])([CH2:48][C:42]([F:52])([CH2:43]5)[CH2:41]3)[CH2:47]4)=[CH:30][C:31]([F:37])=[C:32]([CH:36]=2)[C:33](O)=[O:34])[CH2:27][CH2:26]1.CS(N)(=O)=O.[N:58]1([S:62]([NH2:65])(=[O:64])=[O:63])[CH2:61][CH2:60][CH2:59]1. Given the product [N:58]1([S:62]([NH:65][C:33](=[O:34])[C:32]2[CH:36]=[C:28]([CH:25]3[CH2:26][CH2:27]3)[C:29]([O:38][CH2:39][C:40]34[CH2:50][C:44]5([F:51])[CH2:43][C:42]([F:52])([CH2:48][C:46]([F:49])([CH2:45]5)[CH2:47]3)[CH2:41]4)=[CH:30][C:31]=2[F:37])(=[O:64])=[O:63])[CH2:61][CH2:60][CH2:59]1, predict the reactants needed to synthesize it. (3) The reactants are: [C:1]([O:5][C:6]([N:8]1[C:26](=[O:27])[C:13]2[S:14][C:15]3[CH:24]=[CH:23][C:22]4[N+:21]([O-])=[CH:20][CH:19]=[CH:18][C:17]=4[C:16]=3[C:12]=2[N:11]([C:28]([O:30][C:31]([CH3:34])([CH3:33])[CH3:32])=[O:29])[CH2:10][C@H:9]1[CH3:35])=[O:7])([CH3:4])([CH3:3])[CH3:2].C(Cl)(=O)C([Cl:39])=O. Given the product [Cl:39][C:20]1[CH:19]=[CH:18][C:17]2[C:16]3[C:12]4[N:11]([C:28]([O:30][C:31]([CH3:32])([CH3:33])[CH3:34])=[O:29])[CH2:10][C@@H:9]([CH3:35])[N:8]([C:6]([O:5][C:1]([CH3:4])([CH3:2])[CH3:3])=[O:7])[C:26](=[O:27])[C:13]=4[S:14][C:15]=3[CH:24]=[CH:23][C:22]=2[N:21]=1, predict the reactants needed to synthesize it. (4) Given the product [Cl:1][C:2]1[CH:21]=[C:20]([Cl:22])[CH:19]=[CH:18][C:3]=1[O:4][CH2:5][C:6]([NH:8][C:9]1[CH:10]=[C:11]([CH:15]=[CH:16][CH:17]=1)[C:12]([NH:23][CH2:24][C:39]1[CH:40]=[N:42][CH:36]=[CH:37][CH:38]=1)=[O:14])=[O:7], predict the reactants needed to synthesize it. The reactants are: [Cl:1][C:2]1[CH:21]=[C:20]([Cl:22])[CH:19]=[CH:18][C:3]=1[O:4][CH2:5][C:6]([NH:8][C:9]1[CH:10]=[C:11]([CH:15]=[CH:16][CH:17]=1)[C:12]([OH:14])=O)=[O:7].[N:23]1(CCN)CCOC[CH2:24]1.C(Cl)CCl.[CH:36]1[CH:37]=[CH:38][C:39]2N(O)N=[N:42][C:40]=2C=1.CCN(C(C)C)C(C)C.